Dataset: Forward reaction prediction with 1.9M reactions from USPTO patents (1976-2016). Task: Predict the product of the given reaction. Given the reactants [CH3:1][C:2]([CH3:29])([CH3:28])[C@H:3]([NH2:27])[C:4]([N:6]1[CH2:11][C@@H:10]2[CH2:12][C@H:7]1[CH2:8][N:9]2[C:13]([C:15]1[CH:20]=[CH:19][C:18]([C:21]2[CH:26]=[CH:25][CH:24]=[CH:23][CH:22]=2)=[CH:17][N:16]=1)=[O:14])=[O:5].[F:30][C:31]1[CH:32]=[C:33]2[C:37](=[CH:38][CH:39]=1)[NH:36][C:35]([C:40](O)=[O:41])=[CH:34]2.C(Cl)CCl.C1C=CC2N(O)N=NC=2C=1.CN1CCOCC1, predict the reaction product. The product is: [CH3:1][C:2]([CH3:29])([CH3:28])[C@H:3]([NH:27][C:40]([C:35]1[NH:36][C:37]2[C:33]([CH:34]=1)=[CH:32][C:31]([F:30])=[CH:39][CH:38]=2)=[O:41])[C:4]([N:6]1[CH2:11][C@@H:10]2[CH2:12][C@H:7]1[CH2:8][N:9]2[C:13]([C:15]1[CH:20]=[CH:19][C:18]([C:21]2[CH:26]=[CH:25][CH:24]=[CH:23][CH:22]=2)=[CH:17][N:16]=1)=[O:14])=[O:5].